From a dataset of Catalyst prediction with 721,799 reactions and 888 catalyst types from USPTO. Predict which catalyst facilitates the given reaction. (1) Reactant: [CH2:1]([C:9]1[CH:14]=[CH:13][C:12]([NH2:15])=[CH:11][CH:10]=1)[C:2]1[CH:7]=[CH:6][C:5]([NH2:8])=[CH:4][CH:3]=1.[CH3:16][C:17]([CH3:19])=O.[C:20]1(C)[CH:25]=CC=C[CH:21]=1. Product: [CH:17]([NH:15][C:12]1[CH:13]=[CH:14][C:9]([CH2:1][C:2]2[CH:3]=[CH:4][C:5]([NH:8][CH:20]([CH3:25])[CH3:21])=[CH:6][CH:7]=2)=[CH:10][CH:11]=1)([CH3:19])[CH3:16]. The catalyst class is: 553. (2) Reactant: I.[Cl:2][C:3]1[C:4]([CH3:18])=[C:5]2[C:10](=[C:11]([O:13][CH3:14])[CH:12]=1)[N:9]=[C:8](SC)[NH:7][CH:6]2[CH3:17].[OH-].[NH4+:20].[OH-].[Na+].OO. Product: [Cl:2][C:3]1[C:4]([CH3:18])=[C:5]2[C:10](=[C:11]([O:13][CH3:14])[CH:12]=1)[N:9]=[C:8]([NH2:20])[NH:7][CH:6]2[CH3:17]. The catalyst class is: 47. (3) The catalyst class is: 62. Reactant: Br[C:2]1[CH:7]=[CH:6][C:5]([C:8](=[O:10])[CH3:9])=[CH:4][CH:3]=1.[C:11]([O:15][CH3:16])(=[O:14])[CH:12]=[CH2:13].CN(C1CCCCC1)C1CCCCC1.C(P(C(C)(C)C)C(C)(C)C)(C)(C)C.F[B-](F)(F)F. Product: [CH3:16][O:15][C:11](=[O:14])/[CH:12]=[CH:13]/[C:2]1[CH:7]=[CH:6][C:5]([C:8](=[O:10])[CH3:9])=[CH:4][CH:3]=1. (4) Reactant: Br[CH2:2][C:3]1[CH:10]=[CH:9][C:6]([C:7]#[N:8])=[CH:5][CH:4]=1.[CH:11]([NH:14][CH3:15])([CH3:13])[CH3:12].C(N(CC)CC)C.C1COCC1. Product: [CH3:15][N:14]([CH2:2][C:3]1[CH:10]=[CH:9][C:6]([C:7]#[N:8])=[CH:5][CH:4]=1)[CH:11]([CH3:13])[CH3:12]. The catalyst class is: 238. (5) Reactant: Br[C:2]1[CH:7]=[CH:6][C:5]([C:8]([N:10]2[CH2:14][CH2:13][CH2:12][CH:11]2[CH2:15][N:16]2[CH2:20][CH2:19][CH2:18][CH2:17]2)=[O:9])=[CH:4][CH:3]=1.[SH:21][C:22]1[CH:27]=[CH:26][N:25]=[CH:24][CH:23]=1.C(=O)([O-])[O-].[K+].[K+]. Product: [N:25]1[CH:26]=[CH:27][C:22]([S:21][C:2]2[CH:7]=[CH:6][C:5]([C:8]([N:10]3[CH2:14][CH2:13][CH2:12][CH:11]3[CH2:15][N:16]3[CH2:20][CH2:19][CH2:18][CH2:17]3)=[O:9])=[CH:4][CH:3]=2)=[CH:23][CH:24]=1. The catalyst class is: 3. (6) Reactant: [Cl-].[Al+3].[Cl-].[Cl-].[N-]=[N+]=[N-].[Na+].[CH3:9][C:10]1[C:15](F)=[CH:14][CH:13]=[CH:12][C:11]=1[N:17]1[C:21](=[O:22])[N:20](C)[N:19]=[N:18]1.N([O-])=O.[Na+].Cl.CN(C)[CH:31]=[O:32]. Product: [CH3:9][C:10]1[C:15]([O:32][CH3:31])=[CH:14][CH:13]=[CH:12][C:11]=1[N:17]1[C:21](=[O:22])[NH:20][N:19]=[N:18]1. The catalyst class is: 6.